Dataset: Peptide-MHC class II binding affinity with 134,281 pairs from IEDB. Task: Regression. Given a peptide amino acid sequence and an MHC pseudo amino acid sequence, predict their binding affinity value. This is MHC class II binding data. (1) The peptide sequence is GEQLYISVISPARSL. The MHC is DRB1_1201 with pseudo-sequence DRB1_1201. The binding affinity (normalized) is 0.444. (2) The peptide sequence is KEEHSSTWHYDDENPYK. The MHC is DRB1_0701 with pseudo-sequence DRB1_0701. The binding affinity (normalized) is 0.277. (3) The peptide sequence is TKFFYLLGLSAIMQV. The MHC is DRB1_0401 with pseudo-sequence DRB1_0401. The binding affinity (normalized) is 0.569.